This data is from Forward reaction prediction with 1.9M reactions from USPTO patents (1976-2016). The task is: Predict the product of the given reaction. (1) Given the reactants [Cl:1][C:2]1[C:3]([C:32]2[C:40]3[C:35](=[CH:36][CH:37]=[CH:38][CH:39]=3)[NH:34][N:33]=2)=[N:4][C:5]([NH:8][C@@H:9]2[CH2:14][CH2:13][CH2:12][C@H:11]([NH:15][C:16]([C:18]3[CH:23]=[CH:22][C:21]([NH:24]C(=O)OC(C)(C)C)=[CH:20][CH:19]=3)=[O:17])[CH2:10]2)=[N:6][CH:7]=1, predict the reaction product. The product is: [NH2:24][C:21]1[CH:20]=[CH:19][C:18]([C:16]([NH:15][C@H:11]2[CH2:12][CH2:13][CH2:14][C@@H:9]([NH:8][C:5]3[N:4]=[C:3]([C:32]4[C:40]5[C:35](=[CH:36][CH:37]=[CH:38][CH:39]=5)[NH:34][N:33]=4)[C:2]([Cl:1])=[CH:7][N:6]=3)[CH2:10]2)=[O:17])=[CH:23][CH:22]=1. (2) Given the reactants [C:1]([O:5][C:6]([NH:8][C@H:9]1[CH2:14][CH2:13][C@H:12]([C:15]([OH:17])=O)[CH2:11][CH2:10]1)=[O:7])([CH3:4])([CH3:3])[CH3:2].[CH:18]1([NH2:21])[CH2:20][CH2:19]1.Cl.CN(C)CCCN=C=NCC, predict the reaction product. The product is: [C:1]([O:5][C:6](=[O:7])[NH:8][C@H:9]1[CH2:10][CH2:11][C@H:12]([C:15](=[O:17])[NH:21][CH:18]2[CH2:20][CH2:19]2)[CH2:13][CH2:14]1)([CH3:2])([CH3:3])[CH3:4].